This data is from Full USPTO retrosynthesis dataset with 1.9M reactions from patents (1976-2016). The task is: Predict the reactants needed to synthesize the given product. The reactants are: Cl.CC1(C)[O:7][C@@H:6]2[C@@H:8]([CH2:21][N:22]([CH3:50])[CH2:23][CH:24]3[CH2:27][CH:26]([CH2:28][C:29]4[N:33](COCC[Si](C)(C)C)[C:32]5[CH:42]=[CH:43][C:44]([C:46]([F:49])([F:48])[F:47])=[CH:45][C:31]=5[N:30]=4)[CH2:25]3)[CH2:9][C@@H:10]([N:11]3[C:15]4[N:16]=[CH:17][N:18]=[C:19]([NH2:20])[C:14]=4[CH:13]=[CH:12]3)[C@@H:5]2[O:4]1. Given the product [NH2:20][C:19]1[C:14]2[CH:13]=[CH:12][N:11]([C@@H:10]3[CH2:9][C@H:8]([CH2:21][N:22]([CH3:50])[CH2:23][CH:24]4[CH2:27][CH:26]([CH2:28][C:29]5[NH:33][C:32]6[CH:42]=[CH:43][C:44]([C:46]([F:49])([F:48])[F:47])=[CH:45][C:31]=6[N:30]=5)[CH2:25]4)[C@@H:6]([OH:7])[C@H:5]3[OH:4])[C:15]=2[N:16]=[CH:17][N:18]=1, predict the reactants needed to synthesize it.